This data is from Reaction yield outcomes from USPTO patents with 853,638 reactions. The task is: Predict the reaction yield, written as a fraction of the theoretical maximum amount of product (1.0 means a 100% yield; for example, 0.34 means a 34% yield). (1) The reactants are [C:1]([O:5][C:6](=[O:12])[C@@H:7]([NH:9][CH:10]=[O:11])[CH3:8])([CH3:4])([CH3:3])[CH3:2].[Li+].CC([N-]C(C)C)C.[N:21]([C:24]1[CH:32]=[CH:31][CH:30]=[CH:29][C:25]=1[C:26](Cl)=[O:27])=[N+:22]=[N-:23]. The catalyst is C1COCC1. The product is [C:1]([O:5][C:6](=[O:12])[C@@H:7]([N:9]([C:26](=[O:27])[C:25]1[CH:29]=[CH:30][CH:31]=[CH:32][C:24]=1[N:21]=[N+:22]=[N-:23])[CH:10]=[O:11])[CH3:8])([CH3:2])([CH3:3])[CH3:4]. The yield is 0.530. (2) The reactants are [F:1][C:2]1[C:3](O)=[N:4][CH:5]=[N:6][C:7]=1O.P(Cl)(Cl)([Cl:12])=O.CN(C)C1C=CC=CC=1.[Cl-:24].[Na+].O. No catalyst specified. The product is [Cl:24][C:3]1[C:2]([F:1])=[C:7]([Cl:12])[N:6]=[CH:5][N:4]=1. The yield is 0.980. (3) The reactants are [Li+].[BH4-].[F:3][C:4]([F:47])([F:46])[C:5]1[CH:6]=[C:7]([CH:15]([C:40]2[N:41]=[N:42][N:43]([CH3:45])[N:44]=2)[N:16]2[C:25]3[C:20](=[CH:21][CH:22]=[C:23]([C:26]([F:29])([F:28])[F:27])[CH:24]=3)[N:19]([CH2:30][CH2:31][CH2:32][CH2:33][C:34](OC)=[O:35])[CH:18]([CH2:38][CH3:39])[CH2:17]2)[CH:8]=[C:9]([C:11]([F:14])([F:13])[F:12])[CH:10]=1. The catalyst is C1COCC1. The product is [F:47][C:4]([F:3])([F:46])[C:5]1[CH:6]=[C:7]([CH:15]([C:40]2[N:41]=[N:42][N:43]([CH3:45])[N:44]=2)[N:16]2[C:25]3[C:20](=[CH:21][CH:22]=[C:23]([C:26]([F:27])([F:28])[F:29])[CH:24]=3)[N:19]([CH2:30][CH2:31][CH2:32][CH2:33][CH2:34][OH:35])[CH:18]([CH2:38][CH3:39])[CH2:17]2)[CH:8]=[C:9]([C:11]([F:14])([F:13])[F:12])[CH:10]=1. The yield is 0.700. (4) The reactants are CN(C(ON1N=NC2C=CC=NC1=2)=[N+](C)C)C.F[P-](F)(F)(F)(F)F.[CH2:25]([O:32][N:33]1[C:39](=[O:40])[N:38]2[CH2:41][C@H:34]1[CH2:35][CH2:36][C@H:37]2[C:42]([NH:44][NH2:45])=[O:43])[C:26]1[CH:31]=[CH:30][CH:29]=[CH:28][CH:27]=1.[NH2:46][C:47](=[O:51])[C:48](O)=[O:49].CCN(C(C)C)C(C)C. The catalyst is CN(C=O)C. The product is [CH2:25]([O:32][N:33]1[C:39](=[O:40])[N:38]2[CH2:41][C@H:34]1[CH2:35][CH2:36][C@H:37]2[C:42]([NH:44][NH:45][C:48](=[O:49])[C:47]([NH2:46])=[O:51])=[O:43])[C:26]1[CH:31]=[CH:30][CH:29]=[CH:28][CH:27]=1. The yield is 0.640. (5) The reactants are [CH:1]([N:14]1[C:22]2[C:17](=[CH:18][C:19]([Cl:23])=[CH:20][CH:21]=2)[C:16]([CH2:24][CH2:25][O:26][C:27]2[CH:35]=[CH:34][C:30]([C:31]([OH:33])=[O:32])=[CH:29][CH:28]=2)=[C:15]1[CH2:36][CH2:37][NH:38][S:39]([CH2:42][C:43]1[CH:48]=[CH:47][CH:46]=[CH:45][CH:44]=1)(=[O:41])=[O:40])([C:8]1[CH:13]=[CH:12][CH:11]=[CH:10][CH:9]=1)[C:2]1[CH:7]=[CH:6][CH:5]=[CH:4][CH:3]=1.[C:49](C1C=CC=CC=1CS(Cl)(=O)=O)#[N:50]. No catalyst specified. The product is [CH:1]([N:14]1[C:22]2[C:17](=[CH:18][C:19]([Cl:23])=[CH:20][CH:21]=2)[C:16]([CH2:24][CH2:25][O:26][C:27]2[CH:28]=[CH:29][C:30]([C:31]([OH:33])=[O:32])=[CH:34][CH:35]=2)=[C:15]1[CH2:36][CH2:37][NH:38][S:39]([CH2:42][C:43]1[CH:44]=[CH:45][CH:46]=[CH:47][C:48]=1[C:49]#[N:50])(=[O:41])=[O:40])([C:2]1[CH:7]=[CH:6][CH:5]=[CH:4][CH:3]=1)[C:8]1[CH:9]=[CH:10][CH:11]=[CH:12][CH:13]=1. The yield is 0.720. (6) The reactants are N[C@H](CC1C=CC(Cl)=CC=1)[C:3]([N:5]1[CH2:10][CH2:9][N:8]([C:11]2[C:16]([Br:17])=[CH:15][N:14]=[C:13]3[NH:18][CH:19]=[CH:20][C:12]=23)[CH2:7][CH2:6]1)=[O:4].[C:29]([O:33][C:34]([N:36]([CH:49]([CH3:51])[CH3:50])[CH2:37][C@H:38]([C:42]1[CH:47]=[CH:46][C:45]([Cl:48])=[CH:44][CH:43]=1)C(O)=O)=[O:35])([CH3:32])([CH3:31])[CH3:30].C1C=CC2N(O)N=NC=2C=1.O.CCN=C=NCCCN(C)C.C(N(CC)CC)C. The catalyst is C(Cl)Cl. The product is [Br:17][C:16]1[C:11]([N:8]2[CH2:7][CH2:6][N:5]([C:3](=[O:4])[C@@H:38]([C:42]3[CH:43]=[CH:44][C:45]([Cl:48])=[CH:46][CH:47]=3)[CH2:37][N:36]([CH:49]([CH3:51])[CH3:50])[C:34](=[O:35])[O:33][C:29]([CH3:31])([CH3:32])[CH3:30])[CH2:10][CH2:9]2)=[C:12]2[CH:20]=[CH:19][NH:18][C:13]2=[N:14][CH:15]=1. The yield is 0.602.